Task: Predict the product of the given reaction.. Dataset: Forward reaction prediction with 1.9M reactions from USPTO patents (1976-2016) (1) The product is: [CH3:17][CH:15]([C:8]1[CH:9]=[C:10]([C:11]([F:13])([F:14])[F:12])[C:5]2[N:6]([CH:2]=[C:3]([C:18]([N:20]3[CH2:25][CH2:24][CH:23]([N:26]4[CH2:30][CH2:29][O:28][C:27]4=[O:31])[CH2:22][CH2:21]3)=[O:19])[N:4]=2)[CH:7]=1)[CH3:16].[Cl:1][C:2]1[N:6]2[CH:7]=[C:8]([CH:15]([CH3:17])[CH3:16])[CH:9]=[C:10]([C:11]([F:14])([F:13])[F:12])[C:5]2=[N:4][C:3]=1[C:18]([N:20]1[CH2:25][CH2:24][CH:23]([N:26]2[CH2:30][CH2:29][O:28][C:27]2=[O:31])[CH2:22][CH2:21]1)=[O:19]. Given the reactants [Cl:1][C:2]1[N:6]2[CH:7]=[C:8]([C:15]([CH3:17])=[CH2:16])[CH:9]=[C:10]([C:11]([F:14])([F:13])[F:12])[C:5]2=[N:4][C:3]=1[C:18]([N:20]1[CH2:25][CH2:24][CH:23]([N:26]2[CH2:30][CH2:29][O:28][C:27]2=[O:31])[CH2:22][CH2:21]1)=[O:19].C1(SC2C=CC=CC=2)C=CC=CC=1, predict the reaction product. (2) Given the reactants [F:1][C:2]1[CH:7]=[CH:6][C:5]([NH:8][C:9]([NH:11][NH:12][C:13](=O)[C:14]([N:16]([CH3:24])[CH2:17][C:18]2[CH:23]=[CH:22][N:21]=[CH:20][CH:19]=2)=[O:15])=[S:10])=[CH:4][CH:3]=1.C(=O)(O)[O-].[Na+], predict the reaction product. The product is: [F:1][C:2]1[CH:7]=[CH:6][C:5]([N:8]2[C:9]([SH:10])=[N:11][N:12]=[C:13]2[C:14]([N:16]([CH3:24])[CH2:17][C:18]2[CH:23]=[CH:22][N:21]=[CH:20][CH:19]=2)=[O:15])=[CH:4][CH:3]=1. (3) Given the reactants [CH2:1]([O:8][CH2:9][C:10]1[O:14][N:13]=[C:12]([C:15]([OH:17])=O)[CH:11]=1)[C:2]1[CH:7]=[CH:6][CH:5]=[CH:4][CH:3]=1.[O:18]1[CH2:22][CH2:21][O:20][C:19]1=NC.O[N:26]1[C:30]2C=CC=CC=2N=N1.Cl.C(N=C=NCCCN(C)C)C, predict the reaction product. The product is: [O:20]1[CH2:21][CH2:22][O:18][C:19]1=[CH:30][NH:26][C:15]([C:12]1[CH:11]=[C:10]([CH2:9][O:8][CH2:1][C:2]2[CH:3]=[CH:4][CH:5]=[CH:6][CH:7]=2)[O:14][N:13]=1)=[O:17]. (4) Given the reactants Cl[C:2]1[C:11]([CH:12]=[O:13])=[CH:10][C:9]2[C:4](=[CH:5][CH:6]=[CH:7][CH:8]=2)[N:3]=1.[C:14]1(B(O)O)[CH:19]=[CH:18][CH:17]=[CH:16][CH:15]=1, predict the reaction product. The product is: [C:14]1([C:2]2[C:11]([CH:12]=[O:13])=[CH:10][C:9]3[C:4](=[CH:5][CH:6]=[CH:7][CH:8]=3)[N:3]=2)[CH:19]=[CH:18][CH:17]=[CH:16][CH:15]=1. (5) Given the reactants [C:1]([O:25][CH:26]1[CH2:31][C:30]([CH3:33])([CH3:32])[N:29]([OH:34])[C:28]([CH3:36])([CH3:35])[CH2:27]1)(=[O:24])[CH2:2][CH2:3][CH2:4][CH2:5][CH2:6][CH2:7][CH2:8][CH2:9][C:10]([O:12][CH:13]1[CH2:18][C:17]([CH3:20])([CH3:19])[N:16]([OH:21])[C:15]([CH3:23])([CH3:22])[CH2:14]1)=[O:11].[C:37]1([C:43]([C:46]2[CH:51]=[CH:50][CH:49]=[CH:48][CH:47]=2)([CH3:45])[CH3:44])[CH:42]=[CH:41][CH:40]=[CH:39][CH:38]=1, predict the reaction product. The product is: [C:1]([O:25][CH:26]1[CH2:27][C:28]([CH3:36])([CH3:35])[N:29]([O:34][CH2:45][C:43]([C:37]2[CH:42]=[CH:41][CH:40]=[CH:39][CH:38]=2)([C:46]2[CH:51]=[CH:50][CH:49]=[CH:48][CH:47]=2)[CH3:44])[C:30]([CH3:33])([CH3:32])[CH2:31]1)(=[O:24])[CH2:2][CH2:3][CH2:4][CH2:5][CH2:6][CH2:7][CH2:8][CH2:9][C:10]([O:12][CH:13]1[CH2:14][C:15]([CH3:22])([CH3:23])[N:16]([O:21][CH2:44][C:43]([C:46]2[CH:47]=[CH:48][CH:49]=[CH:50][CH:51]=2)([C:37]2[CH:42]=[CH:41][CH:40]=[CH:39][CH:38]=2)[CH3:45])[C:17]([CH3:19])([CH3:20])[CH2:18]1)=[O:11]. (6) Given the reactants ClC1[C:7]([C:8]([N:10]([CH3:14])[CH2:11][C:12]#[CH:13])=[O:9])=[C:6]([Cl:15])[N:5]=[CH:4]N=1, predict the reaction product. The product is: [Cl:15][C:6]1[C:7]2[C:8](=[O:9])[N:10]([CH3:14])[CH2:11][C:12]=2[CH:13]=[CH:4][N:5]=1.